From a dataset of Forward reaction prediction with 1.9M reactions from USPTO patents (1976-2016). Predict the product of the given reaction. (1) Given the reactants [CH3:1][C@H:2]([CH2:8][CH2:9][CH2:10][CH3:11])[CH2:3][CH2:4][C:5]([OH:7])=O.[C:12](Cl)(=[O:16])[C:13](Cl)=O.[O:18]1[CH2:22][CH2:21][NH:20][C:19]1=O.[CH2:24]([Li])[CH2:25][CH2:26][CH3:27].[CH2:29](Cl)Cl, predict the reaction product. The product is: [CH3:22][C@@H:21]1[C@H:12]([C:13]2[CH:29]=[CH:24][CH:25]=[CH:26][CH:27]=2)[O:16][C:19](=[O:18])[N:20]1[C:5](=[O:7])[CH2:4][CH2:3][C@H:2]([CH3:1])[CH2:8][CH2:9][CH2:10][CH3:11]. (2) Given the reactants C(OC([NH:8][CH:9]1[CH2:13][CH2:12][N:11]([S:14]([C:17]2[C:18]3[C:19]([Cl:27])=[CH:20][N:21]=[CH:22][C:23]=3[CH:24]=[CH:25][CH:26]=2)(=[O:16])=[O:15])[CH2:10]1)=O)(C)(C)C.C(OC(NC1CCNC1)=O)(C)(C)C.C(OC(N[C@H]1CCNC1)=O)(C)(C)C, predict the reaction product. The product is: [NH2:8][CH:9]1[CH2:13][CH2:12][N:11]([S:14]([C:17]2[C:18]3[C:19]([Cl:27])=[CH:20][N:21]=[CH:22][C:23]=3[CH:24]=[CH:25][CH:26]=2)(=[O:16])=[O:15])[CH2:10]1.[ClH:27]. (3) Given the reactants [CH:1]([O:4][C:5]1[CH:14]=[C:13]([C:15]([F:18])([F:17])[F:16])[C:12]2[C:7](=[CH:8][CH:9]=[C:10]3[NH:22][CH2:21][CH2:20][O:19][C:11]3=2)[N:6]=1)([CH3:3])[CH3:2].[BH4-].[Na+], predict the reaction product. The product is: [CH:1]([O:4][C:5]1[CH:14]=[C:13]([C:15]([F:18])([F:17])[F:16])[C:12]2[C:7](=[CH:8][CH:9]=[C:10]3[N:22]([CH2:13][C:15]([F:18])([F:17])[F:16])[CH2:21][CH2:20][O:19][C:11]3=2)[N:6]=1)([CH3:3])[CH3:2]. (4) The product is: [CH3:13][C:12]1[N:8]([CH2:7][C:4]2[S:3][C:2]([N:30]3[CH2:35][CH2:34][O:33][CH2:32][CH2:31]3)=[N:6][CH:5]=2)[N:9]=[C:10]([C:14]2[O:18][N:17]=[C:16]([C:19]3[CH:24]=[CH:23][C:22]([O:25][C:26]([F:29])([F:28])[F:27])=[CH:21][CH:20]=3)[N:15]=2)[N:11]=1. Given the reactants Cl[C:2]1[S:3][C:4]([CH2:7][N:8]2[C:12]([CH3:13])=[N:11][C:10]([C:14]3[O:18][N:17]=[C:16]([C:19]4[CH:24]=[CH:23][C:22]([O:25][C:26]([F:29])([F:28])[F:27])=[CH:21][CH:20]=4)[N:15]=3)=[N:9]2)=[CH:5][N:6]=1.[NH:30]1[CH2:35][CH2:34][O:33][CH2:32][CH2:31]1, predict the reaction product. (5) Given the reactants Cl[CH2:2][C:3]([N:5]1[C:14]2[C:9](=[CH:10][CH:11]=[CH:12][CH:13]=2)[CH2:8][CH2:7][CH2:6]1)=[O:4].[C:15]1([C:21]2[N:22]=[C:23]([SH:32])[NH:24][C:25]=2[C:26]2[CH:31]=[CH:30][CH:29]=[CH:28][CH:27]=2)[CH:20]=[CH:19][CH:18]=[CH:17][CH:16]=1, predict the reaction product. The product is: [N:5]1([C:3](=[O:4])[CH2:2][S:32][C:23]2[NH:24][C:25]([C:26]3[CH:27]=[CH:28][CH:29]=[CH:30][CH:31]=3)=[C:21]([C:15]3[CH:20]=[CH:19][CH:18]=[CH:17][CH:16]=3)[N:22]=2)[C:14]2[C:9](=[CH:10][CH:11]=[CH:12][CH:13]=2)[CH2:8][CH2:7][CH2:6]1. (6) The product is: [Cl:30][C:18]1[CH:17]=[C:16]([NH:15][C:13]2[N:12]=[CH:11][N:10]=[C:9]3[NH:8][N:7]=[C:6]([O:5][CH2:4][CH2:3][CH2:2][N:31]4[CH2:35][CH2:34][CH2:33][CH2:32]4)[C:14]=23)[CH:21]=[CH:20][C:19]=1[O:22][CH2:23][C:24]1[CH:29]=[CH:28][CH:27]=[CH:26][N:25]=1. Given the reactants Cl[CH2:2][CH2:3][CH2:4][O:5][C:6]1[C:14]2[C:9](=[N:10][CH:11]=[N:12][C:13]=2[NH:15][C:16]2[CH:21]=[CH:20][C:19]([O:22][CH2:23][C:24]3[CH:29]=[CH:28][CH:27]=[CH:26][N:25]=3)=[C:18]([Cl:30])[CH:17]=2)[NH:8][N:7]=1.[NH:31]1[CH2:35][CH2:34][CH2:33][CH2:32]1, predict the reaction product. (7) Given the reactants [NH2:1][C:2]1[CH:3]=[C:4]([C:8]([O:10][CH3:11])=[O:9])[CH:5]=[N:6][CH:7]=1.[ClH:12], predict the reaction product. The product is: [ClH:12].[ClH:12].[NH2:1][C@H:2]1[CH2:7][NH:6][CH2:5][C@@H:4]([C:8]([O:10][CH3:11])=[O:9])[CH2:3]1.